This data is from TCR-epitope binding with 47,182 pairs between 192 epitopes and 23,139 TCRs. The task is: Binary Classification. Given a T-cell receptor sequence (or CDR3 region) and an epitope sequence, predict whether binding occurs between them. (1) The epitope is IYSKHTPINL. The TCR CDR3 sequence is CASSLGGVETQYF. Result: 0 (the TCR does not bind to the epitope). (2) The epitope is DPFRLLQNSQVFS. The TCR CDR3 sequence is CASSSRTTSNQPQHF. Result: 1 (the TCR binds to the epitope).